From a dataset of Forward reaction prediction with 1.9M reactions from USPTO patents (1976-2016). Predict the product of the given reaction. Given the reactants [Cl:1][C:2]1[CH:3]=[CH:4][C:5]2[N:6]([CH:8]=[C:9]([C:11]([OH:13])=O)[N:10]=2)[N:7]=1.CN(C(ON1N=NC2C=CC=CC1=2)=[N+](C)C)C.F[P-](F)(F)(F)(F)F.CCN(C(C)C)C(C)C.Br.[Cl:48][C:49]1[CH:50]=[C:51]([C:59]2[CH:68]=[CH:67][C:62]3[NH:63][C:64]([NH2:66])=[N:65][C:61]=3[CH:60]=2)[CH:52]=[CH:53][C:54]=1[C:55]([F:58])([F:57])[F:56].C(=O)(O)[O-].[Na+], predict the reaction product. The product is: [Cl:48][C:49]1[CH:50]=[C:51]([C:59]2[CH:68]=[CH:67][C:62]3[NH:63][C:64]([NH:66][C:11]([C:9]4[N:10]=[C:5]5[CH:4]=[CH:3][C:2]([Cl:1])=[N:7][N:6]5[CH:8]=4)=[O:13])=[N:65][C:61]=3[CH:60]=2)[CH:52]=[CH:53][C:54]=1[C:55]([F:57])([F:58])[F:56].